Dataset: Full USPTO retrosynthesis dataset with 1.9M reactions from patents (1976-2016). Task: Predict the reactants needed to synthesize the given product. Given the product [O:10]1[CH:11]=[CH:12][CH:13]=[C:9]1[C:5]1[O:6][C:7]([CH3:8])=[C:3]([CH2:2][O:14][C:15]2[CH:16]=[CH:17][C:18]([CH2:19][O:20]/[N:21]=[C:22](/[C:32]3[CH:33]=[CH:34][CH:35]=[CH:36][CH:37]=3)\[CH2:23][CH2:24][CH2:25][CH2:26][C:27]([O:29][CH2:30][CH3:31])=[O:28])=[CH:38][CH:39]=2)[N:4]=1, predict the reactants needed to synthesize it. The reactants are: Cl[CH2:2][C:3]1[N:4]=[C:5]([C:9]2[O:10][CH:11]=[CH:12][CH:13]=2)[O:6][C:7]=1[CH3:8].[OH:14][C:15]1[CH:39]=[CH:38][C:18]([CH2:19][O:20]/[N:21]=[C:22](/[C:32]2[CH:37]=[CH:36][CH:35]=[CH:34][CH:33]=2)\[CH2:23][CH2:24][CH2:25][CH2:26][C:27]([O:29][CH2:30][CH3:31])=[O:28])=[CH:17][CH:16]=1.C(=O)([O-])[O-].[K+].[K+].CN(C)C=O.